Dataset: Full USPTO retrosynthesis dataset with 1.9M reactions from patents (1976-2016). Task: Predict the reactants needed to synthesize the given product. The reactants are: CCOC(/N=N/C(OCC)=O)=O.C1(P(C2C=CC=CC=2)C2C=CC=CC=2)C=CC=CC=1.[Cl:32][C:33]1[CH:34]=[C:35]([OH:40])[CH:36]=[CH:37][C:38]=1[F:39].C(OC([N:48]1[CH2:53][CH2:52][CH:51](O)[CH2:50][CH2:49]1)=O)(C)(C)C.Cl. Given the product [Cl:32][C:33]1[CH:34]=[C:35]([CH:36]=[CH:37][C:38]=1[F:39])[O:40][CH:51]1[CH2:52][CH2:53][NH:48][CH2:49][CH2:50]1, predict the reactants needed to synthesize it.